This data is from HIV replication inhibition screening data with 41,000+ compounds from the AIDS Antiviral Screen. The task is: Binary Classification. Given a drug SMILES string, predict its activity (active/inactive) in a high-throughput screening assay against a specified biological target. (1) The compound is CCC1(c2ccc3ccccc3c2)Oc2ccccc2-n2cccc2C1=O. The result is 1 (active). (2) The drug is Cl.Clc1ccc(CCn2ccc3ccccc32)c(Cl)c1. The result is 0 (inactive). (3) The compound is COc1cc(-c2ccc(N=Nc3cc4cc(S(=O)(=O)O)ccc4cc3O)c(OC)c2)ccc1N=Nc1cc2cc(S(=O)(=O)O)ccc2cc1O.[NaH]. The result is 1 (active).